From a dataset of Forward reaction prediction with 1.9M reactions from USPTO patents (1976-2016). Predict the product of the given reaction. Given the reactants [Cl:1][C:2]1[NH:3][CH:4]=[C:5]([N+:7]([O-:9])=[O:8])[N:6]=1.[C:10]([O:13][CH2:14][CH2:15][CH2:16][C:17]1([CH3:20])[CH2:19][O:18]1)(=[O:12])[CH3:11].C([O-])(=O)C.[Na+], predict the reaction product. The product is: [Cl:1][C:2]1[N:3]([CH2:20][C:17]([OH:18])([CH3:19])[CH2:16][CH2:15][CH2:14][O:13][C:10](=[O:12])[CH3:11])[CH:4]=[C:5]([N+:7]([O-:9])=[O:8])[N:6]=1.